Predict the reaction yield, written as a fraction of the theoretical maximum amount of product (1.0 means a 100% yield; for example, 0.34 means a 34% yield). From a dataset of Reaction yield outcomes from USPTO patents with 853,638 reactions. The reactants are I[C:2]1[C:10]2[C:5](=[CH:6][C:7]([C@H:11]3[C@@:13]4([C:21]5[C:16](=[CH:17][CH:18]=[CH:19][CH:20]=5)[NH:15][C:14]4=[O:22])[CH2:12]3)=[CH:8][CH:9]=2)[NH:4][N:3]=1.CC1(C)C(C)(C)OB([C:31]2[CH:32]=[C:33]([S:37]([NH2:40])(=[O:39])=[O:38])[CH:34]=[CH:35][CH:36]=2)O1.C([O-])([O-])=O.[Na+].[Na+]. The catalyst is COCCOC.Cl[Pd](Cl)([P](C1C=CC=CC=1)(C1C=CC=CC=1)C1C=CC=CC=1)[P](C1C=CC=CC=1)(C1C=CC=CC=1)C1C=CC=CC=1. The product is [O:22]=[C:14]1[C@@:13]2([CH2:12][C@H:11]2[C:7]2[CH:6]=[C:5]3[C:10]([C:2]([C:31]4[CH:32]=[C:33]([S:37]([NH2:40])(=[O:39])=[O:38])[CH:34]=[CH:35][CH:36]=4)=[N:3][NH:4]3)=[CH:9][CH:8]=2)[C:21]2[C:16](=[CH:17][CH:18]=[CH:19][CH:20]=2)[NH:15]1. The yield is 0.0800.